From a dataset of Forward reaction prediction with 1.9M reactions from USPTO patents (1976-2016). Predict the product of the given reaction. (1) Given the reactants [CH2:1](Br)[C:2]#[CH:3].[CH3:5][O:6][CH2:7][CH2:8][NH:9][CH2:10][CH2:11][O:12][CH3:13].C(=O)([O-])[O-].[Cs+].[Cs+], predict the reaction product. The product is: [CH3:5][O:6][CH2:7][CH2:8][N:9]([CH2:10][CH2:11][O:12][CH3:13])[CH2:1][C:2]#[CH:3]. (2) Given the reactants COC1C=CC(C[N:8]2[C:12]([CH2:13][CH2:14][CH2:15][C:16]([NH:18][CH:19]3[CH2:24][CH2:23][N:22]([C:25]([O:27][CH2:28][C:29]4[CH:34]=[C:33]([Cl:35])[CH:32]=[C:31]([Cl:36])[CH:30]=4)=[O:26])[CH2:21][CH2:20]3)=[O:17])=[N:11][N:10]=[N:9]2)=CC=1.Cl, predict the reaction product. The product is: [NH:11]1[C:12]([CH2:13][CH2:14][CH2:15][C:16]([NH:18][CH:19]2[CH2:24][CH2:23][N:22]([C:25]([O:27][CH2:28][C:29]3[CH:30]=[C:31]([Cl:36])[CH:32]=[C:33]([Cl:35])[CH:34]=3)=[O:26])[CH2:21][CH2:20]2)=[O:17])=[N:8][N:9]=[N:10]1.